From a dataset of Reaction yield outcomes from USPTO patents with 853,638 reactions. Predict the reaction yield, written as a fraction of the theoretical maximum amount of product (1.0 means a 100% yield; for example, 0.34 means a 34% yield). (1) The reactants are [NH2:1][C:2]1[N:6]([C:7]2[C:12]([CH3:13])=[CH:11][CH:10]=[CH:9][C:8]=2[Cl:14])[N:5]=[C:4]([CH:15]([CH3:17])[CH3:16])[C:3]=1[C:18]([NH2:20])=[O:19].[NH2:21][C:22]1[CH:27]=[CH:26][C:25]([CH2:28][C:29]([O-])=O)=[CH:24][CH:23]=1.[O-]CC.[Na+]. The catalyst is C(O)C. The product is [Cl:14][C:8]1[CH:9]=[CH:10][CH:11]=[C:12]([CH3:13])[C:7]=1[N:6]1[C:2]2=[N:1][C:29]([CH2:28][C:25]3[CH:26]=[CH:27][C:22]([NH2:21])=[CH:23][CH:24]=3)=[N:20][C:18](=[O:19])[C:3]2=[C:4]([CH:15]([CH3:17])[CH3:16])[NH:5]1. The yield is 0.380. (2) The reactants are C(O[BH-](OC(=O)C)OC(=O)C)(=O)C.[Na+].[OH:15][C:16]1[CH:17]=[CH:18][CH:19]=[C:20]2[C:25]=1[N:24]=[C:23]([CH:26]=O)[CH:22]=[CH:21]2.[NH2:28][CH2:29][CH2:30][C:31]1[N:35]=[CH:34][NH:33][CH:32]=1. The catalyst is ClC(Cl)C. The product is [NH:33]1[CH:32]=[C:31]([CH2:30][CH2:29][NH:28][CH2:26][C:23]2[CH:22]=[CH:21][C:20]3[C:25](=[C:16]([OH:15])[CH:17]=[CH:18][CH:19]=3)[N:24]=2)[N:35]=[CH:34]1. The yield is 0.610. (3) The catalyst is C(O)(=O)C.C(O)C. The reactants are [C:1](OCC)(OCC)([O:3][CH2:4][CH3:5])[CH3:2].[C:12](#[N:16])[CH2:13][C:14]#[N:15]. The product is [CH2:1]([O:3][C:4](=[C:13]([C:12]#[N:16])[C:14]#[N:15])[CH3:5])[CH3:2]. The yield is 0.910. (4) The reactants are FC(F)(F)C(O)=O.[CH3:8][C:9]1[CH:18]=[C:17]2[C:12]([N:13]=[CH:14][C:15]([NH2:19])=[N:16]2)=[CH:11][CH:10]=1.C(N(CC)CC)C.[C:27](N1C=CC=CC1=O)(N1C=CC=CC1=O)=[S:28]. The catalyst is C(Cl)Cl. The product is [N:19]([C:15]1[CH:14]=[N:13][C:12]2[C:17](=[CH:18][C:9]([CH3:8])=[CH:10][CH:11]=2)[N:16]=1)=[C:27]=[S:28]. The yield is 0.460.